This data is from Full USPTO retrosynthesis dataset with 1.9M reactions from patents (1976-2016). The task is: Predict the reactants needed to synthesize the given product. (1) The reactants are: [I:1][C:2]1[C:3]2[CH:10]=[CH:9][NH:8][C:4]=2[N:5]=[CH:6][N:7]=1.[H-].[Na+].Cl[Si:14]([CH:21]([CH3:23])[CH3:22])([CH:18]([CH3:20])[CH3:19])[CH:15]([CH3:17])[CH3:16].O. Given the product [I:1][C:2]1[C:3]2[CH:10]=[CH:9][N:8]([Si:14]([CH:21]([CH3:23])[CH3:22])([CH:18]([CH3:20])[CH3:19])[CH:15]([CH3:17])[CH3:16])[C:4]=2[N:5]=[CH:6][N:7]=1, predict the reactants needed to synthesize it. (2) Given the product [C:16]1([C:12]2[C:11]3[C:6]([C:5]([C:4]4[CH:13]=[CH:14][CH:15]=[CH:2][CH:3]=4)=[C:22]4[C:23]=2[CH:24]=[C:25]([B:33]([OH:37])[OH:34])[CH:26]=[CH:27]4)=[CH:7][CH:8]=[CH:9][CH:10]=3)[CH:21]=[CH:20][CH:19]=[CH:18][CH:17]=1, predict the reactants needed to synthesize it. The reactants are: Br[C:2]1[CH:15]=[CH:14][C:13]2[C:4](=[C:5]([C:22]3[CH:27]=[CH:26][CH:25]=[CH:24][CH:23]=3)[C:6]3[C:11]([C:12]=2[C:16]2[CH:21]=[CH:20][CH:19]=[CH:18][CH:17]=2)=[CH:10][CH:9]=[CH:8][CH:7]=3)[CH:3]=1.C([Li])CCC.[B:33](OCC)([O:37]CC)[O:34]CC.Cl. (3) Given the product [CH:1]1([CH2:6][C:7]2[N:16]([C:10]3[CH:11]=[CH:12][CH:13]=[CH:14][CH:15]=3)[C:17](=[S:20])[NH:18][N:19]=2)[CH2:5][CH2:4][CH2:3][CH2:2]1, predict the reactants needed to synthesize it. The reactants are: [CH:1]1([CH2:6][C:7](O)=O)[CH2:5][CH2:4][CH2:3][CH2:2]1.[C:10]1([NH:16][C:17](=[S:20])[NH:18][NH2:19])[CH:15]=[CH:14][CH:13]=[CH:12][CH:11]=1.N1C=CC=CC=1. (4) Given the product [CH3:29][N:2]1[CH2:3][CH2:4][C:5]2[C:10](=[CH:9][CH:8]=[C:7]([N:11]3[C:19]4[CH:18]=[CH:17][CH:16]=[CH:15][C:14]=4[C:13]4[CH2:20][N:21]5[CH2:22][CH2:23][CH:24]([C:12]3=4)[CH2:25][CH2:26]5)[CH:6]=2)[CH2:1]1, predict the reactants needed to synthesize it. The reactants are: [CH2:1]1[C:10]2[C:5](=[CH:6][C:7]([N:11]3[C:19]4[CH:18]=[CH:17][CH:16]=[CH:15][C:14]=4[C:13]4[CH2:20][N:21]5[CH2:26][CH2:25][CH:24]([C:12]3=4)[CH2:23][CH2:22]5)=[CH:8][CH:9]=2)[CH2:4][CH2:3][NH:2]1.C=O.[C:29](O[BH-](OC(=O)C)OC(=O)C)(=O)C.[Na+]. (5) Given the product [CH3:1][O:2][CH2:3][CH2:4][CH2:5][C:6]1[CH:7]=[C:8]([CH:13]=[C:14]([CH2:16][CH2:17][CH2:18][O:19][CH3:20])[CH:15]=1)[C:9]([OH:11])=[O:10], predict the reactants needed to synthesize it. The reactants are: [CH3:1][O:2][CH2:3][CH2:4][CH2:5][C:6]1[CH:7]=[C:8]([CH:13]=[C:14]([CH2:16][CH2:17][CH2:18][O:19][CH3:20])[CH:15]=1)[C:9]([O:11]C)=[O:10].[OH-].[Na+]. (6) Given the product [ClH:26].[S:15]1[CH:16]=[CH:17][C:13]([CH2:12][C@@H:9]2[CH2:10][S:7][C:6]([NH2:5])=[N:8]2)=[CH:14]1, predict the reactants needed to synthesize it. The reactants are: C([NH:5][C:6]([NH:8][C@H:9]([CH2:12][C:13]1[CH:17]=[CH:16][S:15][CH:14]=1)[CH2:10]O)=[S:7])(C)(C)C.C(O)C.C(OCC)C.[ClH:26]. (7) Given the product [N+:1]([C:4]1[CH:9]=[CH:8][C:7]([O:20][C:12]2[O:18][C:15]([CH:16]=[O:17])=[CH:14][CH:13]=2)=[CH:6][CH:5]=1)([O-:3])=[O:2], predict the reactants needed to synthesize it. The reactants are: [N+:1]([C:4]1[CH:9]=[CH:8][CH:7]=[CH:6][C:5]=1O)([O-:3])=[O:2].Br[C:12]1[O:18][C:15]([CH:16]=[O:17])=[CH:14][CH:13]=1.C([O-])([O-])=[O:20].[K+].[K+]. (8) The reactants are: [CH3:1][C:2]1[CH:7]=[CH:6][C:5]([C:8]2[N:9]=[C:10]3[N:15]([CH:16]=2)[N:14]=[C:13]([C:17]2[C:18]([C:23]([F:26])([F:25])[F:24])=[N:19][CH:20]=[CH:21][CH:22]=2)[CH:12]=[CH:11]3)=[CH:4][C:3]=1[N+:27]([O-])=O. Given the product [CH3:1][C:2]1[CH:7]=[CH:6][C:5]([C:8]2[N:9]=[C:10]3[N:15]([CH:16]=2)[N:14]=[C:13]([C:17]2[C:18]([C:23]([F:25])([F:24])[F:26])=[N:19][CH:20]=[CH:21][CH:22]=2)[CH:12]=[CH:11]3)=[CH:4][C:3]=1[NH2:27], predict the reactants needed to synthesize it. (9) The reactants are: [C:1]1([CH2:7][C:8]([C:10]2[CH:14]=[CH:13][N:12]([S:15]([C:18]3[CH:23]=[CH:22][CH:21]=[CH:20][CH:19]=3)(=[O:17])=[O:16])[CH:11]=2)=O)[CH:6]=[CH:5][CH:4]=[CH:3][CH:2]=1.[CH2:24]([O:26][C:27]1[CH:28]=[C:29]([CH:32]=[C:33]([N+:36]([O-:38])=[O:37])[C:34]=1[OH:35])[CH:30]=O)[CH3:25].[NH2:39][C:40]([NH2:42])=[O:41].Cl. Given the product [CH2:24]([O:26][C:27]1[CH:28]=[C:29]([CH:30]2[C:7]([C:1]3[CH:6]=[CH:5][CH:4]=[CH:3][CH:2]=3)=[C:8]([C:10]3[CH:14]=[CH:13][N:12]([S:15]([C:18]4[CH:23]=[CH:22][CH:21]=[CH:20][CH:19]=4)(=[O:17])=[O:16])[CH:11]=3)[NH:42][C:40](=[O:41])[NH:39]2)[CH:32]=[C:33]([N+:36]([O-:38])=[O:37])[C:34]=1[OH:35])[CH3:25], predict the reactants needed to synthesize it.